Task: Predict the product of the given reaction.. Dataset: Forward reaction prediction with 1.9M reactions from USPTO patents (1976-2016) (1) Given the reactants [C:1]([C:5]1[C:9]([CH2:10][CH2:11][CH2:12][OH:13])=[CH:8][N:7]([C:14]2[CH:19]=[CH:18][C:17]([C:20]([F:23])([F:22])[F:21])=[CH:16][N:15]=2)[N:6]=1)([CH3:4])([CH3:3])[CH3:2].[CH2:24]([C:26]1[C:27](O)=[C:28]([CH2:32][C:33]([O:35]C)=[O:34])[CH:29]=[CH:30][CH:31]=1)[CH3:25].C(P(CCCC)CCCC)CCC.N(C(N1CCCCC1)=O)=NC(N1CCCCC1)=O, predict the reaction product. The product is: [C:1]([C:5]1[C:9]([CH2:10][CH2:11][CH2:12][O:13][C:27]2[C:26]([CH2:24][CH3:25])=[CH:31][CH:30]=[CH:29][C:28]=2[CH2:32][C:33]([OH:35])=[O:34])=[CH:8][N:7]([C:14]2[CH:19]=[CH:18][C:17]([C:20]([F:21])([F:22])[F:23])=[CH:16][N:15]=2)[N:6]=1)([CH3:4])([CH3:2])[CH3:3]. (2) Given the reactants Cl[C:2]1[S:6][N:5]=[C:4]([N:7]2[CH2:12][CH2:11][CH:10]([OH:13])[CH2:9][CH2:8]2)[N:3]=1.FC(F)(F)C(O)=O.[O:21]1[C:25]2[CH:26]=[CH:27][CH:28]=[CH:29][C:24]=2[C:23]([NH:30][C:31]([N:33]2[CH2:38][CH2:37][NH:36][CH2:35][CH2:34]2)=[O:32])=[N:22]1.C(N(CC)CC)C.O, predict the reaction product. The product is: [O:21]1[C:25]2[CH:26]=[CH:27][CH:28]=[CH:29][C:24]=2[C:23]([NH:30][C:31]([N:33]2[CH2:38][CH2:37][N:36]([C:2]3[S:6][N:5]=[C:4]([N:7]4[CH2:12][CH2:11][CH:10]([OH:13])[CH2:9][CH2:8]4)[N:3]=3)[CH2:35][CH2:34]2)=[O:32])=[N:22]1. (3) Given the reactants [CH2:1]([N:8]1[CH2:13][CH:12]([C:14]2[CH:19]=[CH:18][C:17]([Br:20])=[CH:16][CH:15]=2)[O:11][CH2:10][C:9]1=O)[C:2]1[CH:7]=[CH:6][CH:5]=[CH:4][CH:3]=1.B.C1COCC1.CO, predict the reaction product. The product is: [CH2:1]([N:8]1[CH2:9][CH2:10][O:11][CH:12]([C:14]2[CH:15]=[CH:16][C:17]([Br:20])=[CH:18][CH:19]=2)[CH2:13]1)[C:2]1[CH:3]=[CH:4][CH:5]=[CH:6][CH:7]=1. (4) Given the reactants [C]=O.[H][H].[CH3:5][C:6]1[C:11]2CO[C:14](=[O:15])[C:10]=2[C:9](O[C@@H]2O[C@H](C(O)=O)[C@@H](O)[C@H](O)[C@H]2O)=[C:8]([CH2:29]/C=C(/CCC(O)=O)\C)[C:7]=1OC.C(C1CC2CC1CC2C=O)#[N:41], predict the reaction product. The product is: [C:29]([CH:8]1[CH2:7][CH:6]2[CH2:5][CH:9]1[CH:10]([CH:14]=[O:15])[CH2:11]2)#[N:41]. (5) Given the reactants I[C:2]1[CH:7]=[CH:6][C:5]([N+:8]([O-:10])=[O:9])=[CH:4][CH:3]=1.[CH3:11][PH:12](=[O:14])[CH3:13].C(=O)([O-])[O-].[Cs+].[Cs+], predict the reaction product. The product is: [CH3:11][P:12](=[O:14])([CH3:13])[C:2]1[CH:7]=[CH:6][C:5]([N+:8]([O-:10])=[O:9])=[CH:4][CH:3]=1. (6) Given the reactants [NH2:1][C:2]1[C:11]([O:12][CH3:13])=[CH:10][CH:9]=[CH:8][C:3]=1[C:4]([O:6][CH3:7])=[O:5].[Cl:14]N1C(=O)CCC1=O, predict the reaction product. The product is: [NH2:1][C:2]1[C:11]([O:12][CH3:13])=[CH:10][C:9]([Cl:14])=[CH:8][C:3]=1[C:4]([O:6][CH3:7])=[O:5]. (7) Given the reactants [C:1]([O:5][C:6](=[O:17])[NH:7][CH2:8][CH:9](O)[C:10]1[CH:15]=[CH:14][CH:13]=[CH:12][CH:11]=1)([CH3:4])([CH3:3])[CH3:2].[C:18]1(=[O:28])[NH:22][C:21](=[O:23])[C:20]2=[CH:24][CH:25]=[CH:26][CH:27]=[C:19]12.C1C=CC(P(C2C=CC=CC=2)C2C=CC=CC=2)=CC=1.CCOC(/N=N/C(OCC)=O)=O, predict the reaction product. The product is: [C:1]([O:5][C:6](=[O:17])[NH:7][CH2:8][CH:9]([N:22]1[C:18](=[O:28])[C:19]2[C:20](=[CH:24][CH:25]=[CH:26][CH:27]=2)[C:21]1=[O:23])[C:10]1[CH:15]=[CH:14][CH:13]=[CH:12][CH:11]=1)([CH3:4])([CH3:3])[CH3:2]. (8) Given the reactants [Br:1][C:2]1[CH:3]=[C:4]2[C:9](=[CH:10][CH:11]=1)[N:8]=[C:7](Cl)[C:6]([C:13]([O:15][CH2:16][CH3:17])=[O:14])=[C:5]2[Cl:18].[CH3:19][O-:20].[Na+], predict the reaction product. The product is: [Br:1][C:2]1[CH:3]=[C:4]2[C:9](=[CH:10][CH:11]=1)[N:8]=[C:7]([O:20][CH3:19])[C:6]([C:13]([O:15][CH2:16][CH3:17])=[O:14])=[C:5]2[Cl:18]. (9) Given the reactants C(OC([N:8]1[CH2:13][CH2:12][CH:11]([NH:14][C:15]2[N:20]=[C:19]([O:21][CH2:22][C:23]([F:26])([F:25])[F:24])[N:18]=[C:17]([NH:27][C:28]3[CH:33]=[CH:32][CH:31]=[C:30]([C:34]([F:37])([F:36])[F:35])[CH:29]=3)[N:16]=2)[CH2:10][CH2:9]1)=O)(C)(C)C.Cl.[OH-].[Na+], predict the reaction product. The product is: [NH:8]1[CH2:9][CH2:10][CH:11]([NH:14][C:15]2[N:16]=[C:17]([NH:27][C:28]3[CH:33]=[CH:32][CH:31]=[C:30]([C:34]([F:37])([F:36])[F:35])[CH:29]=3)[N:18]=[C:19]([O:21][CH2:22][C:23]([F:26])([F:24])[F:25])[N:20]=2)[CH2:12][CH2:13]1. (10) Given the reactants [O:1]=[C:2]1C2C(=CC=CC=2)C(=O)[N:3]1[CH2:12][CH2:13][N:14]1[C:23]2[C:18](=[N:19][CH:20]=[C:21]([CH2:24][C:25]3[CH:30]=[CH:29][C:28]([F:31])=[CH:27][CH:26]=3)[CH:22]=2)[C:17]([OH:32])=[C:16]([C:33](OCC)=[O:34])[C:15]1=[O:38].[NH2:39][CH2:40][CH2:41][N:42]1[CH2:46][CH2:45][NH:44][C:43]1=[O:47].OS([O-])(=O)=O.[Na+].[CH3:54][CH2:55][OH:56], predict the reaction product. The product is: [F:31][C:28]1[CH:29]=[CH:30][C:25]([CH2:24][C:21]2[CH:22]=[C:23]3[C:18]([C:17]([OH:32])=[C:16]([C:15]([NH:14][CH2:13][CH2:12][N:3]4[CH2:21][CH2:20][NH:19][C:2]4=[O:1])=[O:38])[C:33](=[O:34])[N:3]3[CH2:12][CH2:13][NH:14][C:55]([C:54]3[C:16]([C:33]([NH:39][CH2:40][CH2:41][N:42]4[CH2:46][CH2:45][NH:44][C:43]4=[O:47])=[O:34])=[CH:17][CH:18]=[CH:23][CH:22]=3)=[O:56])=[N:19][CH:20]=2)=[CH:26][CH:27]=1.